This data is from Forward reaction prediction with 1.9M reactions from USPTO patents (1976-2016). The task is: Predict the product of the given reaction. (1) Given the reactants [Cl:1][C:2]1[N:3]=[CH:4][CH:5]=[C:6]2[CH:10]=[N:9][NH:8][C:7]=12.[O:11]1[CH:16]=[CH:15][CH2:14][CH2:13][CH2:12]1, predict the reaction product. The product is: [Cl:1][C:2]1[N:3]=[CH:4][CH:5]=[C:6]2[CH:10]=[N:9][N:8]([CH:12]3[CH2:13][CH2:14][CH2:15][CH2:16][O:11]3)[C:7]=12. (2) Given the reactants [Cl:1][C:2]1[CH:31]=[C:30]([N:32]2[C:37](=[O:38])[N:36](COCC[Si](C)(C)C)[C:35](=[O:47])[CH:34]=[N:33]2)[CH:29]=[C:28]([Cl:48])[C:3]=1[O:4][C:5]1[CH:6]=[CH:7][C:8]([O:26]C)=[C:9]([NH:11][C:12]([NH:14][C:15]2[CH:20]=[CH:19][C:18]([O:21][C:22]([F:25])([F:24])[F:23])=[CH:17][CH:16]=2)=[O:13])[CH:10]=1.B(Br)(Br)Br, predict the reaction product. The product is: [Cl:1][C:2]1[CH:31]=[C:30]([N:32]2[C:37](=[O:38])[NH:36][C:35](=[O:47])[CH:34]=[N:33]2)[CH:29]=[C:28]([Cl:48])[C:3]=1[O:4][C:5]1[CH:6]=[CH:7][C:8]([OH:26])=[C:9]([NH:11][C:12]([NH:14][C:15]2[CH:20]=[CH:19][C:18]([O:21][C:22]([F:23])([F:24])[F:25])=[CH:17][CH:16]=2)=[O:13])[CH:10]=1.